This data is from Full USPTO retrosynthesis dataset with 1.9M reactions from patents (1976-2016). The task is: Predict the reactants needed to synthesize the given product. Given the product [CH3:12][O:13][C:14](=[O:28])[C@H:15]([NH:16][C:21]([O:23][C:24]([CH3:26])([CH3:25])[CH3:27])=[O:22])[CH2:19][CH2:18][C:17]([C:2]1[CH:7]=[CH:6][CH:5]=[C:4]([F:8])[CH:3]=1)=[O:20], predict the reactants needed to synthesize it. The reactants are: Br[C:2]1[CH:7]=[CH:6][CH:5]=[C:4]([F:8])[CH:3]=1.[Mg].II.[CH3:12][O:13][C:14](=[O:28])[C@H:15]1[CH2:19][CH2:18][C:17](=[O:20])[N:16]1[C:21]([O:23][C:24]([CH3:27])([CH3:26])[CH3:25])=[O:22].